From a dataset of Catalyst prediction with 721,799 reactions and 888 catalyst types from USPTO. Predict which catalyst facilitates the given reaction. (1) Reactant: [NH2:1][C:2]1[C:3]([CH3:10])=[N:4][C:5]([OH:9])=[N:6][C:7]=1[CH3:8].[C:22]([O:21][C:19](O[C:19]([O:21][C:22]([CH3:25])([CH3:24])[CH3:23])=[O:20])=[O:20])([CH3:25])([CH3:24])[CH3:23].C(=O)([O-])[O-].[K+].[K+].Br[CH:33]([CH3:39])[C:34]([O:36]CC)=[O:35]. Product: [C:22]([O:21][C:19]([NH:1][C:2]1[C:3]([CH3:10])=[N:4][C:5]([O:9][CH:33]([CH3:39])[C:34]([OH:36])=[O:35])=[N:6][C:7]=1[CH3:8])=[O:20])([CH3:23])([CH3:24])[CH3:25]. The catalyst class is: 35. (2) Reactant: [NH2:1][C:2]1[C:3]([NH:13][CH2:14][CH2:15][CH2:16][OH:17])=[C:4]([CH:9]=[CH:10][C:11]=1[Cl:12])[C:5]([O:7][CH3:8])=[O:6].[Cl:18][C:19]1[CH:24]=[C:23]([Cl:25])[CH:22]=[CH:21][C:20]=1[N:26]=[C:27]=[S:28]. Product: [Cl:12][C:11]1[CH:10]=[CH:9][C:4]([C:5]([O:7][CH3:8])=[O:6])=[C:3]([NH:13][CH2:14][CH2:15][CH2:16][OH:17])[C:2]=1[NH:1][C:27](=[S:28])[NH:26][C:20]1[CH:21]=[CH:22][C:23]([Cl:25])=[CH:24][C:19]=1[Cl:18]. The catalyst class is: 685. (3) Reactant: [C:12]([O:11][C:9](O[C:9]([O:11][C:12]([CH3:15])([CH3:14])[CH3:13])=[O:10])=[O:10])([CH3:15])([CH3:14])[CH3:13].[C:16]1([CH3:29])[CH:21]=[CH:20][CH:19]=[CH:18][C:17]=1[C:22]1[CH:27]=[CH:26][N:25]=[CH:24][C:23]=1[NH2:28].CCN(C(C)C)C(C)C. Product: [C:9]([NH:28][C:23]1[CH:24]=[N:25][CH:26]=[CH:27][C:22]=1[C:17]1[CH:18]=[CH:19][CH:20]=[CH:21][C:16]=1[CH3:29])([O:11][C:12]([CH3:13])([CH3:14])[CH3:15])=[O:10]. The catalyst class is: 79. (4) Reactant: Cl[C:2]1[C:11]([C:12]2[CH:17]=[CH:16][CH:15]=[CH:14][CH:13]=2)=[CH:10][C:9]2[C:4](=[CH:5][CH:6]=[CH:7][N:8]=2)[N:3]=1.[CH2:18]([Zn]CC)[CH3:19].C([O-])([O-])=O.[K+].[K+]. Product: [CH2:18]([C:2]1[C:11]([C:12]2[CH:17]=[CH:16][CH:15]=[CH:14][CH:13]=2)=[CH:10][C:9]2[C:4](=[CH:5][CH:6]=[CH:7][N:8]=2)[N:3]=1)[CH3:19]. The catalyst class is: 1. (5) Reactant: Cl[C:2]1[N:12]=[C:11]([NH:13][C@@H:14]([C:18](=[O:27])[NH:19][CH2:20][CH:21]2[CH2:26][CH2:25][CH2:24][CH2:23][CH2:22]2)[CH:15]([CH3:17])[CH3:16])[C:10]([F:28])=[CH:9][C:3]=1[C:4]([O:6][CH2:7][CH3:8])=[O:5].C([O-])=O.[NH4+]. Product: [CH:21]1([CH2:20][NH:19][C:18]([C@H:14]([NH:13][C:11]2[C:10]([F:28])=[CH:9][C:3]([C:4]([O:6][CH2:7][CH3:8])=[O:5])=[CH:2][N:12]=2)[CH:15]([CH3:17])[CH3:16])=[O:27])[CH2:26][CH2:25][CH2:24][CH2:23][CH2:22]1. The catalyst class is: 50. (6) Reactant: [Cl:1][C:2]1[C:15]([N:16]=[C:17]=S)=[C:14]([Cl:19])[CH:13]=[CH:12][C:3]=1[CH2:4][NH:5][C:6](=[O:11])[C:7]([CH3:10])([CH3:9])[CH3:8].[CH3:20][O:21][C:22](=[O:36])[C:23]1[CH:28]=[C:27]([NH2:29])[C:26]([NH2:30])=[N:25][C:24]=1[O:31][CH2:32][CH:33]([F:35])[F:34].C(Cl)CCl. Product: [Cl:1][C:2]1[C:15]([NH:16][C:17]2[NH:29][C:27]3[C:26]([N:30]=2)=[N:25][C:24]([O:31][CH2:32][CH:33]([F:35])[F:34])=[C:23]([C:22]([O:21][CH3:20])=[O:36])[CH:28]=3)=[C:14]([Cl:19])[CH:13]=[CH:12][C:3]=1[CH2:4][NH:5][C:6](=[O:11])[C:7]([CH3:10])([CH3:9])[CH3:8]. The catalyst class is: 144.